Dataset: Forward reaction prediction with 1.9M reactions from USPTO patents (1976-2016). Task: Predict the product of the given reaction. (1) Given the reactants [C:1]([OH:6])(=[O:5])[CH:2]([CH3:4])[OH:3].C(O)(=O)CC.[OH-].[Ca+2:13].[OH-], predict the reaction product. The product is: [C:1]([O-:6])(=[O:5])[CH:2]([CH3:4])[OH:3].[Ca+2:13].[C:1]([O-:6])(=[O:5])[CH:2]([CH3:4])[OH:3]. (2) Given the reactants C(N[C:10]1[C:11]2[N:12]=[CH:13][N:14]([C:31]=2[N:32]=[CH:33][N:34]=1)[C@@H]1O[C@H](COC(=O)C)[C@@H](OC(=O)C)[C@H]1OC)(=O)C1C=CC=CC=1.C(Cl)(=O)C(C)C.C(O)C, predict the reaction product. The product is: [N:34]1[CH:10]=[C:11]2[C:31]([N:14]=[CH:13][NH:12]2)=[N:32][CH:33]=1. (3) Given the reactants Cl[C:2]1[C:11]2[C:6](=[CH:7][CH:8]=[C:9]([N+:12]([O-:14])=[O:13])[CH:10]=2)[N:5]=[CH:4][N:3]=1.[NH2:15][C:16]1[CH:23]=[C:22]([Cl:24])[CH:21]=[CH:20][C:17]=1[CH2:18]O, predict the reaction product. The product is: [Cl:24][C:22]1[CH:23]=[C:16]2[C:17]([CH2:18][N:3]3[CH:4]=[N:5][C:6]4[C:11](=[CH:10][C:9]([N+:12]([O-:14])=[O:13])=[CH:8][CH:7]=4)[C:2]3=[N:15]2)=[CH:20][CH:21]=1. (4) Given the reactants S([O-])([O-])(=O)=O.[Mg+2].[CH:7](=O)[CH2:8][CH3:9].O.C(O)(=O)C.[CH2:16]([NH:20][CH2:21][CH:22]([CH3:24])[CH3:23])[CH:17]([CH3:19])[CH3:18], predict the reaction product. The product is: [CH3:18][CH:17]([CH3:19])[CH2:16][N:20]([CH:7]=[CH:8][CH3:9])[CH2:21][CH:22]([CH3:24])[CH3:23]. (5) Given the reactants [OH:1][CH:2]1[CH2:6][CH2:5][CH2:4][CH:3]1[NH:7][S:8]([CH:11]([CH3:13])[CH3:12])(=[O:10])=[O:9].[Cr](Cl)([O-])(=O)=O.[NH+]1C=CC=CC=1, predict the reaction product. The product is: [CH3:13][CH:11]([S:8]([NH:7][CH:3]1[CH2:4][CH2:5][CH2:6][C:2]1=[O:1])(=[O:10])=[O:9])[CH3:12].